Dataset: Catalyst prediction with 721,799 reactions and 888 catalyst types from USPTO. Task: Predict which catalyst facilitates the given reaction. (1) Reactant: [CH:1]1([N:7]([C:22]([N:24]([CH3:26])[CH3:25])=[O:23])[C@@H:8]2[CH2:13][CH2:12][N:11](C(OC(C)(C)C)=O)[CH2:10][C@H:9]2[CH3:21])[CH2:6][CH2:5][CH2:4][CH2:3][CH2:2]1.Cl. Product: [CH:1]1([N:7]([C@@H:8]2[CH2:13][CH2:12][NH:11][CH2:10][C@H:9]2[CH3:21])[C:22]([N:24]([CH3:26])[CH3:25])=[O:23])[CH2:2][CH2:3][CH2:4][CH2:5][CH2:6]1. The catalyst class is: 12. (2) Reactant: [Cl:1][C:2]1[CH:7]=[CH:6][CH:5]=[CH:4][C:3]=1[C:8]1[CH:13]=[C:12]([O:14]C)[CH:11]=[C:10]([C:16]([N:18]2[CH2:23][CH2:22][N:21]([C:24](=[O:27])[CH:25]=[CH2:26])[CH2:20][CH2:19]2)=[O:17])[CH:9]=1.B(Br)(Br)Br.C([O-])(O)=O.[Na+]. Product: [Cl:1][C:2]1[CH:7]=[CH:6][CH:5]=[CH:4][C:3]=1[C:8]1[CH:13]=[C:12]([OH:14])[CH:11]=[C:10]([C:16]([N:18]2[CH2:23][CH2:22][N:21]([C:24](=[O:27])[CH:25]=[CH2:26])[CH2:20][CH2:19]2)=[O:17])[CH:9]=1. The catalyst class is: 2. (3) Reactant: [CH3:1][CH:2]([S-:4])[CH3:3].[Na+].[NH2:6][C:7]1[CH:14]=[C:13](F)[C:10]([C:11]#[N:12])=[CH:9][N:8]=1. Product: [NH2:6][C:7]1[CH:14]=[C:13]([S:4][CH:2]([CH3:3])[CH3:1])[C:10]([C:11]#[N:12])=[CH:9][N:8]=1. The catalyst class is: 1. (4) Reactant: [N:1]1[CH:2]=[CH:3][N:4]2[C:9]=1[CH:8]=[CH:7][C:6]([O:10][C:11]1[CH:17]=[CH:16][CH:15]=[CH:14][C:12]=1[NH2:13])=[N:5]2.C(N(CC)CC)C.[C:25]1([N:31]=[C:32]=[O:33])[CH:30]=[CH:29][CH:28]=[CH:27][CH:26]=1. Product: [N:1]1[CH:2]=[CH:3][N:4]2[C:9]=1[CH:8]=[CH:7][C:6]([O:10][C:11]1[CH:17]=[CH:16][CH:15]=[CH:14][C:12]=1[NH:13][C:32]([NH:31][C:25]1[CH:30]=[CH:29][CH:28]=[CH:27][CH:26]=1)=[O:33])=[N:5]2. The catalyst class is: 7.